Dataset: Reaction yield outcomes from USPTO patents with 853,638 reactions. Task: Predict the reaction yield, written as a fraction of the theoretical maximum amount of product (1.0 means a 100% yield; for example, 0.34 means a 34% yield). (1) The reactants are C1(C)C=CC(S(O)(=O)=O)=CC=1.[OH:12][CH2:13][C:14]1[CH:15]=[C:16]([CH:19]=[CH:20][CH:21]=1)[C:17]#[N:18].[O:22]1[CH:27]=[CH:26][CH2:25][CH2:24][CH2:23]1.C(=O)(O)[O-].[Na+]. The catalyst is ClCCl. The product is [O:22]1[CH2:27][CH2:26][CH2:25][CH2:24][CH:23]1[O:12][CH2:13][C:14]1[CH:15]=[C:16]([CH:19]=[CH:20][CH:21]=1)[C:17]#[N:18]. The yield is 0.610. (2) The reactants are [CH3:1][CH2:2][CH2:3][CH2:4][N:5]1[CH:9]=[N+:8]([CH3:10])[CH:7]=[CH:6]1.[Cl-].CO.[F-:14].[K+]. The catalyst is O. The product is [F-:14].[CH2:4]([N+:5]1[CH:6]=[CH:7][N:8]([CH3:10])[CH:9]=1)[CH2:3][CH2:2][CH3:1]. The yield is 0.940. (3) The reactants are Br[C:2]1[CH:3]=[C:4]2[C:9](=[CH:10][C:11]=1[Cl:12])[NH:8][CH2:7][CH2:6][CH2:5]2.[CH3:13][N:14]1[CH:18]=[C:17](B2OC(C)(C)C(C)(C)O2)[CH:16]=[N:15]1.C([O-])([O-])=O.[Na+].[Na+]. The catalyst is O1CCOCC1.O.C1C=CC(P(C2C=CC=CC=2)[C-]2C=CC=C2)=CC=1.C1C=CC(P(C2C=CC=CC=2)[C-]2C=CC=C2)=CC=1.Cl[Pd]Cl.[Fe+2]. The product is [Cl:12][C:11]1[CH:10]=[C:9]2[C:4]([CH2:5][CH2:6][CH2:7][NH:8]2)=[CH:3][C:2]=1[C:17]1[CH:16]=[N:15][N:14]([CH3:13])[CH:18]=1. The yield is 0.950.